From a dataset of Catalyst prediction with 721,799 reactions and 888 catalyst types from USPTO. Predict which catalyst facilitates the given reaction. (1) Reactant: O[CH2:2][C:3]1[CH:12]=[N:11][C:10]2[N:9]3[CH2:13][CH2:14][CH2:15][C@H:8]3[C:7](=[O:16])[NH:6][C:5]=2[CH:4]=1.Cl.[Cl:18][C:19]1[CH:20]=[C:21]([CH:27]=[CH:28][C:29]=1[N:30]1[CH2:35][CH2:34][NH:33][CH2:32][CH2:31]1)[C:22]([NH:24][CH2:25][CH3:26])=[O:23].[I-].C(C[P+](C)(C)C)#N.C(N(CC)C(C)C)(C)C. Product: [Cl:18][C:19]1[CH:20]=[C:21]([CH:27]=[CH:28][C:29]=1[N:30]1[CH2:31][CH2:32][N:33]([CH2:2][C:3]2[CH:12]=[N:11][C:10]3[N:9]4[CH2:13][CH2:14][CH2:15][C@H:8]4[C:7](=[O:16])[NH:6][C:5]=3[CH:4]=2)[CH2:34][CH2:35]1)[C:22]([NH:24][CH2:25][CH3:26])=[O:23]. The catalyst class is: 397. (2) Reactant: [F:1][C:2]([F:9])([F:8])[CH2:3][CH2:4][C:5](Cl)=[O:6].Cl.[CH3:11][O:12][NH:13][CH3:14].N1C=CC=CC=1. Product: [F:1][C:2]([F:9])([F:8])[CH2:3][CH2:4][C:5]([N:13]([O:12][CH3:11])[CH3:14])=[O:6]. The catalyst class is: 2. (3) Reactant: [CH:1]1[CH:2]=[CH:3][N:4]2[CH2:10][C:9]3[CH:11]=[CH:12][CH:13]=[CH:14][C:8]=3[N:7]([C:15]([C:17]3[CH:22]=[CH:21][C:20]([C:23]4[CH2:28][CH2:27][CH2:26][CH:25](O)[C:24]=4[CH3:30])=[C:19]([CH3:31])[CH:18]=3)=[O:16])[CH2:6][C:5]=12.[N:32]12CCCN=C1CCCCC2.C1(P(N=[N+]=[N-])(C2C=CC=CC=2)=O)C=CC=CC=1. Product: [NH2:32][CH:25]1[CH2:26][CH2:27][CH2:28][C:23]([C:20]2[CH:21]=[CH:22][C:17]([C:15]([N:7]3[C:8]4[CH:14]=[CH:13][CH:12]=[CH:11][C:9]=4[CH2:10][N:4]4[CH:3]=[CH:2][CH:1]=[C:5]4[CH2:6]3)=[O:16])=[CH:18][C:19]=2[CH3:31])=[C:24]1[CH3:30]. The catalyst class is: 96. (4) Reactant: [CH3:1][CH:2]([CH3:15])[CH2:3][CH:4]([CH:6]1[S:10][CH2:9][CH:8](O)[CH:7]1[N+:12]([O-:14])=[O:13])[CH3:5].S(Cl)(C)(=O)=O.C(N(CC)CC)C.O. Product: [CH3:1][CH:2]([CH3:15])[CH2:3][CH:4]([CH:6]1[C:7]([N+:12]([O-:14])=[O:13])=[CH:8][CH2:9][S:10]1)[CH3:5]. The catalyst class is: 4. (5) Reactant: O[C:2]1[CH:7]=[CH:6][C:5](C=CC(=O)C=C[C:2]2[CH:7]=[CH:6][C:5](O)=[C:4](OC)[CH:3]=2)=[CH:4][C:3]=1OC.COCO[C:29]1[CH:34]=[CH:33][C:32]([CH:35]=[CH:36][C:37](=[O:52])[CH:38]=[CH:39][C:40]2[CH:45]=[CH:44][C:43](OCOC)=[C:42](OC)[CH:41]=2)=[CH:31][C:30]=1OC. Product: [CH2:39]([C:36]([CH2:35][C:32]1[CH:31]=[CH:30][CH:29]=[CH:34][CH:33]=1)([C:37](=[O:52])[CH2:36][CH2:35][C:5]1[CH:4]=[CH:3][CH:2]=[CH:7][CH:6]=1)[C:37](=[O:52])[CH2:38][CH2:39][C:40]1[CH:41]=[CH:42][CH:43]=[CH:44][CH:45]=1)[C:40]1[CH:45]=[CH:44][CH:43]=[CH:42][CH:41]=1. The catalyst class is: 240. (6) Reactant: [Cl:1][C:2]1[CH:7]=[CH:6][N:5]2[N:8]=[CH:9][C:10]([C:11](Cl)=[O:12])=[C:4]2[N:3]=1.[Cl:14][C:15]1[CH:16]=[CH:17][C:18]([O:35][CH:36]([F:38])[F:37])=[C:19]([C:21]2[N:25]([CH2:26][O:27][CH2:28][CH2:29][Si:30]([CH3:33])([CH3:32])[CH3:31])[N:24]=[CH:23][C:22]=2[NH2:34])[CH:20]=1.C(N(CC)CC)C. Product: [Cl:14][C:15]1[CH:16]=[CH:17][C:18]([O:35][CH:36]([F:37])[F:38])=[C:19]([C:21]2[N:25]([CH2:26][O:27][CH2:28][CH2:29][Si:30]([CH3:33])([CH3:31])[CH3:32])[N:24]=[CH:23][C:22]=2[NH:34][C:11]([C:10]2[CH:9]=[N:8][N:5]3[CH:6]=[CH:7][C:2]([Cl:1])=[N:3][C:4]=23)=[O:12])[CH:20]=1. The catalyst class is: 4.